Dataset: Forward reaction prediction with 1.9M reactions from USPTO patents (1976-2016). Task: Predict the product of the given reaction. (1) Given the reactants [Br:1][C:2]1[CH:3]=[C:4]([NH2:13])[C:5]([N:8]([CH2:10][CH2:11]Cl)[CH3:9])=[CH:6][CH:7]=1.C([O-])([O-])=O.[K+].[K+], predict the reaction product. The product is: [Br:1][C:2]1[CH:3]=[C:4]2[C:5](=[CH:6][CH:7]=1)[N:8]([CH3:9])[CH2:10][CH2:11][NH:13]2. (2) Given the reactants [Cl:1][C:2]1[CH:3]=[C:4]([C@@H:8]2[C@@H:13]([C:14]3[CH:19]=[CH:18][C:17]([Cl:20])=[CH:16][CH:15]=3)[N:12]([C@@H:21]([CH2:25][CH3:26])[C@@H:22]([OH:24])[CH3:23])[C:11](=[O:27])[C@:10]([CH2:29][C:30]([OH:32])=[O:31])([CH3:28])[CH2:9]2)[CH:5]=[CH:6][CH:7]=1.[H-].[Na+].I[CH3:36], predict the reaction product. The product is: [Cl:1][C:2]1[CH:3]=[C:4]([C@@H:8]2[C@@H:13]([C:14]3[CH:19]=[CH:18][C:17]([Cl:20])=[CH:16][CH:15]=3)[N:12]([C@@H:21]([CH2:25][CH3:26])[C@@H:22]([OH:24])[CH3:23])[C:11](=[O:27])[C@:10]([CH2:29][C:30]([O:32][CH3:36])=[O:31])([CH3:28])[CH2:9]2)[CH:5]=[CH:6][CH:7]=1. (3) Given the reactants [CH3:1][S:2](Cl)(=[O:4])=[O:3].[CH2:6]([C:8]1[CH:9]=[CH:10][C:11]([O:22][CH2:23][CH2:24][CH:25]([OH:27])[CH3:26])=[C:12]([C:14]([C:16]2[CH:21]=[CH:20][CH:19]=[CH:18][CH:17]=2)=[O:15])[CH:13]=1)[CH3:7], predict the reaction product. The product is: [C:14]([C:12]1[CH:13]=[C:8]([CH2:6][CH3:7])[CH:9]=[CH:10][C:11]=1[O:22][CH2:23][CH2:24][CH:25]([O:27][S:2]([CH3:1])(=[O:4])=[O:3])[CH3:26])(=[O:15])[C:16]1[CH:17]=[CH:18][CH:19]=[CH:20][CH:21]=1. (4) Given the reactants C(OC([N:8]1[CH2:13][CH2:12][CH:11]([CH2:14][O:15][C:16]2[CH:25]=[C:24]3[C:19]([C:20]([NH:26][C:27]4[C:35]5[O:34][CH:33]=[CH:32][C:31]=5[CH:30]=[CH:29][C:28]=4[Cl:36])=[N:21][CH:22]=[N:23]3)=[CH:18][C:17]=2[O:37][CH3:38])[CH2:10][CH2:9]1)=O)(C)(C)C.FC(F)(F)C(O)=O, predict the reaction product. The product is: [Cl:36][C:28]1[CH:29]=[CH:30][C:31]2[CH:32]=[CH:33][O:34][C:35]=2[C:27]=1[NH:26][C:20]1[C:19]2[C:24](=[CH:25][C:16]([O:15][CH2:14][CH:11]3[CH2:12][CH2:13][NH:8][CH2:9][CH2:10]3)=[C:17]([O:37][CH3:38])[CH:18]=2)[N:23]=[CH:22][N:21]=1. (5) Given the reactants Br[C:2]1[C:7]([Cl:8])=[CH:6][C:5]([Br:9])=[CH:4][N:3]=1.[CH3:10][C@@H:11]1[CH2:16][NH:15][CH2:14][CH2:13][NH:12]1, predict the reaction product. The product is: [Br:9][C:5]1[CH:6]=[C:7]([Cl:8])[C:2]([N:15]2[CH2:14][CH2:13][NH:12][C@H:11]([CH3:10])[CH2:16]2)=[N:3][CH:4]=1. (6) Given the reactants [NH2:1][C@@H:2]1[C:16](=[O:17])[N:15]2[CH2:18][C@H:19]([O:21][C:22]3[N:23]=[C:24]4[C:29](=[C:30]5[C:35]=3[CH:34]=[CH:33][CH:32]=[CH:31]5)[CH:28]=[CH:27][CH:26]=[CH:25]4)[CH2:20][C@H:14]2[C:13](=[O:36])[NH:12][C@:11]2([C:38]([NH:40][S:41]([CH:44]3[CH2:46][CH2:45]3)(=[O:43])=[O:42])=[O:39])[CH2:37][C@H:10]2[CH2:9][C:8]([F:48])([F:47])[CH2:7][CH2:6][CH2:5][CH2:4][CH2:3]1.Cl.[CH3:50][C:51]1[N:52]=[CH:53][C:54]([C:57](O)=[O:58])=[N:55][CH:56]=1.CN(C(ON1N=NC2C=CC=NC1=2)=[N+](C)C)C.F[P-](F)(F)(F)(F)F.C(N(C(C)C)C(C)C)C, predict the reaction product. The product is: [CH:44]1([S:41]([NH:40][C:38]([C@@:11]23[CH2:37][C@H:10]2[CH2:9][C:8]([F:47])([F:48])[CH2:7][CH2:6][CH2:5][CH2:4][CH2:3][C@H:2]([NH:1][C:57]([C:54]2[CH:53]=[N:52][C:51]([CH3:50])=[CH:56][N:55]=2)=[O:58])[C:16](=[O:17])[N:15]2[CH2:18][C@H:19]([O:21][C:22]4[N:23]=[C:24]5[C:29](=[C:30]6[C:35]=4[CH:34]=[CH:33][CH:32]=[CH:31]6)[CH:28]=[CH:27][CH:26]=[CH:25]5)[CH2:20][C@H:14]2[C:13](=[O:36])[NH:12]3)=[O:39])(=[O:43])=[O:42])[CH2:46][CH2:45]1.